Dataset: Forward reaction prediction with 1.9M reactions from USPTO patents (1976-2016). Task: Predict the product of the given reaction. (1) The product is: [Br:30][C:28]1[CH:27]=[CH:26][C:25]([F:31])=[C:24]([C@:21]2([CH3:23])[C@H:20]3[C@:18]([CH2:32][O:33][CH3:34])([CH2:19]3)[S:17][C:16]([NH2:7])=[N:22]2)[CH:29]=1. Given the reactants C(OC(=O)[N:7]([C:16]1[S:17][C@:18]2([CH2:32][O:33][CH3:34])[C@H:20]([C@:21]([C:24]3[CH:29]=[C:28]([Br:30])[CH:27]=[CH:26][C:25]=3[F:31])([CH3:23])[N:22]=1)[CH2:19]2)COCC[Si](C)(C)C)(C)(C)C.S(=O)(=O)(O)O.O.[O-]P([O-])([O-])=O.[K+].[K+].[K+].[OH-].[Na+], predict the reaction product. (2) Given the reactants [OH-].[Li+].[F:3][C:4]1[C:12]2[N:11]=[C:10]([O:13][C@@H:14]3[CH2:18][O:17][C@H:16]([CH2:19][OH:20])[C@H:15]3[OH:21])[NH:9][C:8]=2[CH:7]=[C:6]([F:22])[C:5]=1I.CC1(C)C(C)(C)OB([C:32]2[CH:37]=[CH:36][C:35]([N:38]3[CH2:42][CH2:41][C@@H:40]([OH:43])[CH2:39]3)=[CH:34][CH:33]=2)O1, predict the reaction product. The product is: [F:3][C:4]1[C:12]2[N:11]=[C:10]([O:13][C@H:14]3[C@H:15]([OH:21])[C@@H:16]([CH2:19][OH:20])[O:17][CH2:18]3)[NH:9][C:8]=2[CH:7]=[C:6]([F:22])[C:5]=1[C:32]1[CH:37]=[CH:36][C:35]([N:38]2[CH2:42][CH2:41][C@@H:40]([OH:43])[CH2:39]2)=[CH:34][CH:33]=1. (3) Given the reactants [NH2:1][C:2]1[CH:3]=[C:4]([C:8]2[C:16]3[O:15][C:14]([C:17]([NH:19][C@@H:20]4[CH:25]5[CH2:26][CH2:27][N:22]([CH2:23][CH2:24]5)[CH2:21]4)=[O:18])=[CH:13][C:12]=3[CH:11]=[CH:10][CH:9]=2)[CH:5]=[CH:6][CH:7]=1.[CH:28]1([C:32]([Cl:34])=[O:33])[CH2:31][CH2:30][CH2:29]1.C(N(CC)CC)C.O, predict the reaction product. The product is: [ClH:34].[N:22]12[CH2:23][CH2:24][CH:25]([CH2:26][CH2:27]1)[C@@H:20]([NH:19][C:17]([C:14]1[O:15][C:16]3[C:8]([C:4]4[CH:5]=[CH:6][CH:7]=[C:2]([NH:1][C:32]([CH:28]5[CH2:31][CH2:30][CH2:29]5)=[O:33])[CH:3]=4)=[CH:9][CH:10]=[CH:11][C:12]=3[CH:13]=1)=[O:18])[CH2:21]2. (4) Given the reactants O[CH2:2][C:3]1[CH:4]=[C:5]([N:9]([CH2:17][CH2:18][CH3:19])[C:10](=[O:16])[O:11][C:12]([CH3:15])([CH3:14])[CH3:13])[CH:6]=[CH:7][CH:8]=1.C(Br)(Br)(Br)[Br:21].C1(P(C2C=CC=CC=2)C2C=CC=CC=2)C=CC=CC=1, predict the reaction product. The product is: [Br:21][CH2:2][C:3]1[CH:4]=[C:5]([N:9]([CH2:17][CH2:18][CH3:19])[C:10](=[O:16])[O:11][C:12]([CH3:15])([CH3:14])[CH3:13])[CH:6]=[CH:7][CH:8]=1. (5) Given the reactants O=[C:2]([CH2:8][CH3:9])[CH2:3][C:4]([O:6][CH3:7])=[O:5].[NH3:10], predict the reaction product. The product is: [NH2:10][C:2]([CH2:8][CH3:9])=[CH:3][C:4]([O:6][CH3:7])=[O:5]. (6) Given the reactants [CH3:1][O:2]/[N:3]=[C:4](/[C:28]1[CH:33]=[CH:32][CH:31]=[CH:30][CH:29]=1)\[CH2:5][O:6][C:7]1[CH:27]=[CH:26][C:10]([CH2:11][O:12][C:13]2[N:18]=[CH:17][C:16]([CH2:19][CH2:20][C:21]([O:23]CC)=[O:22])=[CH:15][CH:14]=2)=[CH:9][CH:8]=1.C1COCC1.[OH-].[Na+], predict the reaction product. The product is: [CH3:1][O:2]/[N:3]=[C:4](/[C:28]1[CH:29]=[CH:30][CH:31]=[CH:32][CH:33]=1)\[CH2:5][O:6][C:7]1[CH:27]=[CH:26][C:10]([CH2:11][O:12][C:13]2[N:18]=[CH:17][C:16]([CH2:19][CH2:20][C:21]([OH:23])=[O:22])=[CH:15][CH:14]=2)=[CH:9][CH:8]=1.